The task is: Predict which catalyst facilitates the given reaction.. This data is from Catalyst prediction with 721,799 reactions and 888 catalyst types from USPTO. Reactant: [Br:1][C:2]1[CH:11]=[CH:10][CH:9]=[C:8]2[C:3]=1[CH:4]=[C:5]([S:13]([C:16]1[CH:21]=[CH:20][C:19]([F:22])=[CH:18][CH:17]=1)(=[O:15])=[O:14])[N:6]=[C:7]2Cl.[CH3:23][C:24]1[NH:28][N:27]=[C:26]([NH2:29])[CH:25]=1. Product: [Br:1][C:2]1[CH:11]=[CH:10][CH:9]=[C:8]2[C:3]=1[CH:4]=[C:5]([S:13]([C:16]1[CH:21]=[CH:20][C:19]([F:22])=[CH:18][CH:17]=1)(=[O:15])=[O:14])[N:6]=[C:7]2[NH:29][C:26]1[CH:25]=[C:24]([CH3:23])[NH:28][N:27]=1. The catalyst class is: 60.